This data is from Catalyst prediction with 721,799 reactions and 888 catalyst types from USPTO. The task is: Predict which catalyst facilitates the given reaction. (1) Reactant: [C:1]([O:5][C@@H:6]([C:12]1[C:43]([CH3:44])=[CH:42][C:15]2[N:16]=[C:17]([N:19]3[CH2:24][CH2:23][N:22]([C:25]([O:27][C:28]([CH3:31])([CH3:30])[CH3:29])=[O:26])[CH:21]([C:32]4[CH:33]=[C:34]5[C:38](=[CH:39][CH:40]=4)[N:37]([CH3:41])[N:36]=[CH:35]5)[CH2:20]3)[S:18][C:14]=2[C:13]=1[C:45]1[CH:50]=[CH:49][C:48]([Cl:51])=[CH:47][CH:46]=1)[C:7]([O:9]CC)=[O:8])([CH3:4])([CH3:3])[CH3:2].[OH-].[Na+].C(O)(=O)C. Product: [C:1]([O:5][C@@H:6]([C:12]1[C:43]([CH3:44])=[CH:42][C:15]2[N:16]=[C:17]([N:19]3[CH2:24][CH2:23][N:22]([C:25]([O:27][C:28]([CH3:30])([CH3:31])[CH3:29])=[O:26])[CH:21]([C:32]4[CH:33]=[C:34]5[C:38](=[CH:39][CH:40]=4)[N:37]([CH3:41])[N:36]=[CH:35]5)[CH2:20]3)[S:18][C:14]=2[C:13]=1[C:45]1[CH:50]=[CH:49][C:48]([Cl:51])=[CH:47][CH:46]=1)[C:7]([OH:9])=[O:8])([CH3:2])([CH3:3])[CH3:4]. The catalyst class is: 36. (2) The catalyst class is: 76. Product: [CH3:1][C:2]1[N:3]=[N:4][N:5]([CH3:37])[C:6]=1[C:7]1[CH:19]=[N:18][C:17]2[C:16]3[CH:15]=[CH:14][C:13]([C:20]([NH:23][C:48](=[O:49])[O:50][CH3:51])([CH3:22])[CH3:21])=[CH:12][C:11]=3[N:10]([C@@H:24]([CH:31]3[CH2:36][CH2:35][O:34][CH2:33][CH2:32]3)[C:25]3[CH:26]=[CH:27][CH:28]=[CH:29][CH:30]=3)[C:9]=2[CH:8]=1. Reactant: [CH3:1][C:2]1[N:3]=[N:4][N:5]([CH3:37])[C:6]=1[C:7]1[CH:19]=[N:18][C:17]2[C:16]3[CH:15]=[CH:14][C:13]([C:20]([NH2:23])([CH3:22])[CH3:21])=[CH:12][C:11]=3[N:10]([C@@H:24]([CH:31]3[CH2:36][CH2:35][O:34][CH2:33][CH2:32]3)[C:25]3[CH:30]=[CH:29][CH:28]=[CH:27][CH:26]=3)[C:9]=2[CH:8]=1.CCN(C(C)C)C(C)C.Cl[C:48]([O:50][CH3:51])=[O:49].ClC([O-])=O. (3) Reactant: [CH2:1]([O:5][C:6]1[N:14]=[C:13]2[C:9]([N:10]=[C:11]([O:25]C)[N:12]2[CH2:15][CH2:16][CH2:17][N:18]2[CH2:23][CH2:22][N:21]([CH3:24])[CH2:20][CH2:19]2)=[C:8]([NH2:27])[N:7]=1)[CH2:2][CH2:3][CH3:4].Cl.O1CCOCC1. Product: [NH2:27][C:8]1[N:7]=[C:6]([O:5][CH2:1][CH2:2][CH2:3][CH3:4])[N:14]=[C:13]2[C:9]=1[NH:10][C:11](=[O:25])[N:12]2[CH2:15][CH2:16][CH2:17][N:18]1[CH2:19][CH2:20][N:21]([CH3:24])[CH2:22][CH2:23]1. The catalyst class is: 5. (4) Product: [Br:8][C:9]1[CH:10]=[CH:11][C:12]([N:13]([CH2:14][C:15]2[CH:20]=[C:19]([CH3:21])[CH:18]=[C:17]([CH3:22])[CH:16]=2)[C:2](=[O:7])[C:3]([O:5][CH3:6])=[O:4])=[CH:23][CH:24]=1. Reactant: Cl[C:2](=[O:7])[C:3]([O:5][CH3:6])=[O:4].[Br:8][C:9]1[CH:24]=[CH:23][C:12]([NH:13][CH2:14][C:15]2[CH:20]=[C:19]([CH3:21])[CH:18]=[C:17]([CH3:22])[CH:16]=2)=[CH:11][CH:10]=1.C(N(CC)CC)C.ClCCl. The catalyst class is: 6. (5) Reactant: [OH-].[Na+].CO.[CH:5]1([C:8]2[CH:13]=[C:12]([CH2:14][N:15]3[CH2:20][CH2:19][CH:18]([N:21]4[CH2:30][CH2:29][C:28]5[N:27]=[C:26]([CH2:31][CH2:32][CH3:33])[C:25]([C:34]([O:36]C)=[O:35])=[CH:24][C:23]=5[C:22]4=[O:38])[CH2:17][CH2:16]3)[CH:11]=[C:10]([O:39][CH2:40][CH2:41][CH3:42])[C:9]=2[C:43]2[CH:48]=[CH:47][C:46]([F:49])=[CH:45][CH:44]=2)[CH2:7][CH2:6]1.Cl. Product: [CH:5]1([C:8]2[CH:13]=[C:12]([CH2:14][N:15]3[CH2:20][CH2:19][CH:18]([N:21]4[CH2:30][CH2:29][C:28]5[N:27]=[C:26]([CH2:31][CH2:32][CH3:33])[C:25]([C:34]([OH:36])=[O:35])=[CH:24][C:23]=5[C:22]4=[O:38])[CH2:17][CH2:16]3)[CH:11]=[C:10]([O:39][CH2:40][CH2:41][CH3:42])[C:9]=2[C:43]2[CH:44]=[CH:45][C:46]([F:49])=[CH:47][CH:48]=2)[CH2:6][CH2:7]1. The catalyst class is: 476. (6) Reactant: [NH2:1][C:2]1[C:15]2[C:6](=[CH:7][C:8]3[C:9]4[C:14]=2[C:13](=[O:16])[N:12]([CH2:17][CH2:18][N:19]([CH3:21])[CH3:20])[C:11](=[O:22])[C:10]=4[CH:23]=[CH:24][CH:25]=3)[CH:5]=[CH:4][CH:3]=1.C1(C)C=CC=CC=1.CC1(C)OC(=O)[C:37](=[C:41]([OH:49])[CH2:42][CH2:43][C:44]([O:46][CH2:47][CH3:48])=[O:45])[C:36](=O)[O:35]1. Product: [CH3:21][N:19]([CH3:20])[CH2:18][CH2:17][N:12]1[C:11](=[O:22])[C:10]2[CH:23]=[CH:24][CH:25]=[C:8]3[C:9]=2[C:14](=[C:15]2[C:2]([NH:1][C:36](=[O:35])[CH2:37][C:41](=[O:49])[CH2:42][CH2:43][C:44]([O:46][CH2:47][CH3:48])=[O:45])=[CH:3][CH:4]=[CH:5][C:6]2=[CH:7]3)[C:13]1=[O:16]. The catalyst class is: 61. (7) Reactant: [C:1]12([NH:11][C:12](=[O:15])[CH2:13][Cl:14])[CH2:10][CH:5]3[CH2:6][CH:7]([CH2:9][CH:3]([CH2:4]3)[CH2:2]1)[CH2:8]2.[NH2:16][C:17]([NH2:19])=[S:18]. Product: [ClH:14].[C:1]12([NH:11][C:12](=[O:15])[CH2:13][S:18][C:17](=[NH:16])[NH2:19])[CH2:10][CH:5]3[CH2:6][CH:7]([CH2:9][CH:3]([CH2:4]3)[CH2:2]1)[CH2:8]2. The catalyst class is: 8. (8) Reactant: [C:1](=[O:4])([O-])[O-].[Cs+].[Cs+].CI.CN(C=O)C.[CH3:14][C:15]1[N:20]=[C:19]([CH3:21])[C:18]([O:22][CH2:23][C@@:24]2([C:37]3[CH:42]=[CH:41][C:40](O)=[C:39]([F:44])[CH:38]=3)[CH2:26][C@H:25]2[C:27]([NH:29][C:30]2[CH:35]=[CH:34][C:33]([F:36])=[CH:32][N:31]=2)=[O:28])=[CH:17][N:16]=1. Product: [CH3:14][C:15]1[N:20]=[C:19]([CH3:21])[C:18]([O:22][CH2:23][C@@:24]2([C:37]3[CH:42]=[CH:41][C:40]([O:4][CH3:1])=[C:39]([F:44])[CH:38]=3)[CH2:26][C@H:25]2[C:27]([NH:29][C:30]2[CH:35]=[CH:34][C:33]([F:36])=[CH:32][N:31]=2)=[O:28])=[CH:17][N:16]=1. The catalyst class is: 6.